Task: Predict the product of the given reaction.. Dataset: Forward reaction prediction with 1.9M reactions from USPTO patents (1976-2016) (1) Given the reactants [F:1][C:2]1[CH:29]=[CH:28][C:27]([F:30])=[CH:26][C:3]=1[CH2:4][N:5]1[C:13]2[C:8](=[N:9][CH:10]=[CH:11][C:12]=2[N:14]2[CH2:19][CH2:18][CH2:17][C@@H:16]([NH:20]C(=O)O)[CH2:15]2)[N:7]([CH3:24])[C:6]1=[O:25].[F:31][C:32]([F:37])([F:36])[C:33]([OH:35])=[O:34], predict the reaction product. The product is: [F:31][C:32]([F:37])([F:36])[C:33]([OH:35])=[O:34].[F:1][C:2]1[CH:29]=[CH:28][C:27]([F:30])=[CH:26][C:3]=1[CH2:4][N:5]1[C:13]2[C:8](=[N:9][CH:10]=[CH:11][C:12]=2[N:14]2[CH2:19][CH2:18][CH2:17][C@@H:16]([NH2:20])[CH2:15]2)[N:7]([CH3:24])[C:6]1=[O:25]. (2) Given the reactants BrC1[CH:3]=[C:4]2[C:8](=CC=1F)NN=[CH:5]2.[H-].[Na+].[C:14](=[O:16])=[O:15].C([Li])CCC.CCCCCC.CN(C=O)C.Cl.[F:34][C:35]1[CH:43]=[C:42]2[C:38]([CH:39]=[N:40][NH:41]2)=[CH:37][C:36]=1[CH:44]=[O:45], predict the reaction product. The product is: [F:34][C:35]1[CH:43]=[C:42]2[C:38]([CH:39]=[N:40][N:41]2[C:14]([O:16][C:4]([CH3:8])([CH3:5])[CH3:3])=[O:15])=[CH:37][C:36]=1[CH:44]=[O:45]. (3) Given the reactants Cl[C:2]([O:4][C:5]1[CH:10]=[CH:9][C:8]([O:11][CH3:12])=[CH:7][CH:6]=1)=[O:3].[CH2:13]([CH:16]1[CH2:21][CH2:20][N:19](C(OC(C)(C)C)=O)[CH2:18][CH2:17]1)[C:14]#[CH:15], predict the reaction product. The product is: [CH2:13]([CH:16]1[CH2:21][CH2:20][N:19]([C:2]([O:4][C:5]2[CH:10]=[CH:9][C:8]([O:11][CH3:12])=[CH:7][CH:6]=2)=[O:3])[CH2:18][CH2:17]1)[C:14]#[CH:15].